This data is from Reaction yield outcomes from USPTO patents with 853,638 reactions. The task is: Predict the reaction yield, written as a fraction of the theoretical maximum amount of product (1.0 means a 100% yield; for example, 0.34 means a 34% yield). The reactants are [NH2:1][C:2]1[CH:10]=[CH:9][C:5]([C:6]([NH2:8])=[O:7])=[CH:4][CH:3]=1.I[C:12]1[CH:13]=[C:14]([CH3:19])[CH:15]=[C:16]([CH3:18])[CH:17]=1. No catalyst specified. The product is [NH2:1][C:2]1[CH:10]=[CH:9][C:5]([C:6]([NH:8][C:12]2[CH:17]=[C:16]([CH3:18])[CH:15]=[C:14]([CH3:19])[CH:13]=2)=[O:7])=[CH:4][CH:3]=1. The yield is 0.980.